This data is from Catalyst prediction with 721,799 reactions and 888 catalyst types from USPTO. The task is: Predict which catalyst facilitates the given reaction. (1) Reactant: [Cl:1][C:2]1[N:10]=[CH:9][CH:8]=[CH:7][C:3]=1[C:4](O)=[O:5].Cl.[CH3:12][NH:13][O:14][CH3:15].C(N(CC)CC)C.CCN=C=NCCCN(C)C.C1C=NC2N(O)N=NC=2C=1. Product: [Cl:1][C:2]1[N:10]=[CH:9][CH:8]=[CH:7][C:3]=1[C:4]([N:13]([O:14][CH3:15])[CH3:12])=[O:5]. The catalyst class is: 410. (2) Reactant: Cl[C:2]1[C:7]([C:8]([O:10][CH3:11])=[O:9])=[C:6]([CH3:12])[N:5]=[CH:4][CH:3]=1.C(Cl)(=O)C.[I-:17].[Na+]. Product: [I:17][C:2]1[C:7]([C:8]([O:10][CH3:11])=[O:9])=[C:6]([CH3:12])[N:5]=[CH:4][CH:3]=1. The catalyst class is: 10. (3) Reactant: [CH3:1][CH:2]1[O:7][C:6]2[N:8]=[C:9]([C:18]3[CH:23]=[CH:22][C:21]([C:24]4([NH:28][C:29](=[O:35])[O:30][C:31]([CH3:34])([CH3:33])[CH3:32])[CH2:27][CH2:26][CH2:25]4)=[CH:20][CH:19]=3)[C:10]([C:12]3[CH:17]=[CH:16][CH:15]=[CH:14][CH:13]=3)=[CH:11][C:5]=2[NH:4][C:3]1=[O:36].C(=O)([O-])[O-].[K+].[K+].Br[CH2:44][C:45]#[N:46]. Product: [C:31]([O:30][C:29](=[O:35])[NH:28][C:24]1([C:21]2[CH:22]=[CH:23][C:18]([C:9]3[C:10]([C:12]4[CH:13]=[CH:14][CH:15]=[CH:16][CH:17]=4)=[CH:11][C:5]4[N:4]([CH2:44][C:45]#[N:46])[C:3](=[O:36])[CH:2]([CH3:1])[O:7][C:6]=4[N:8]=3)=[CH:19][CH:20]=2)[CH2:25][CH2:26][CH2:27]1)([CH3:32])([CH3:34])[CH3:33]. The catalyst class is: 39. (4) Reactant: Br[C:2]1[CH:3]=[CH:4][C:5]2[C:6]3([C:27]4[CH:26]=[CH:25][CH:24]=[CH:23][C:22]=4[C:21]4[C:16]3=[CH:17][CH:18]=[CH:19][CH:20]=4)[C:7]3[C:12]([C:13]=2[CH:14]=1)=[CH:11][C:10]([Br:15])=[CH:9][CH:8]=3.[C:28]1([C:37]2[CH:42]=[CH:41][CH:40]=[CH:39][CH:38]=2)[CH:33]=[CH:32][CH:31]=[CH:30][C:29]=1B(O)O.C([O-])([O-])=O.[Na+].[Na+].CCO. Product: [C:28]1([C:37]2[CH:38]=[CH:39][CH:40]=[CH:41][CH:42]=2)[CH:33]=[CH:32][CH:31]=[CH:30][C:29]=1[C:2]1[CH:3]=[CH:4][C:5]2[C:6]3([C:16]4[CH:17]=[CH:18][CH:19]=[CH:20][C:21]=4[C:22]4[C:27]3=[CH:26][CH:25]=[CH:24][CH:23]=4)[C:7]3[C:12]([C:13]=2[CH:14]=1)=[CH:11][C:10]([Br:15])=[CH:9][CH:8]=3. The catalyst class is: 206. (5) Reactant: [CH2:1]([O:3][C:4]1[CH:19]=[CH:18][C:7]([CH2:8][C:9]2([C:14]([O:16]C)=[O:15])[CH2:13][CH2:12][CH2:11][O:10]2)=[CH:6][CH:5]=1)[CH3:2].[OH-].[Na+]. Product: [CH2:1]([O:3][C:4]1[CH:19]=[CH:18][C:7]([CH2:8][C:9]2([C:14]([OH:16])=[O:15])[CH2:13][CH2:12][CH2:11][O:10]2)=[CH:6][CH:5]=1)[CH3:2]. The catalyst class is: 8. (6) Reactant: Cl[C:2]1[C:3]2[CH:10]=[CH:9][NH:8][C:4]=2[N:5]=[CH:6][N:7]=1.C(O)(C)C.[CH3:15][CH:16]([NH2:18])[CH3:17]. Product: [CH:16]([NH:18][C:2]1[C:3]2[CH:10]=[CH:9][NH:8][C:4]=2[N:5]=[CH:6][N:7]=1)([CH3:17])[CH3:15]. The catalyst class is: 6. (7) Reactant: [H-].[Na+].[N:3]1[CH:8]=[CH:7][C:6]([C:9]2[N:13]3[CH2:14][CH2:15][CH2:16][NH:17][C:12]3=[N:11][N:10]=2)=[CH:5][CH:4]=1.[Cl:18][C:19]1[CH:20]=[C:21]([C:25]2[O:29][N:28]=[C:27]([CH2:30]Cl)[N:26]=2)[CH:22]=[CH:23][CH:24]=1. Product: [Cl:18][C:19]1[CH:20]=[C:21]([C:25]2[O:29][N:28]=[C:27]([CH2:30][N:17]3[CH2:16][CH2:15][CH2:14][N:13]4[C:9]([C:6]5[CH:7]=[CH:8][N:3]=[CH:4][CH:5]=5)=[N:10][N:11]=[C:12]34)[N:26]=2)[CH:22]=[CH:23][CH:24]=1. The catalyst class is: 3. (8) Product: [CH2:1]([O:8][CH2:12][C:13]([OH:15])=[O:14])[C:2]1[CH:7]=[CH:6][CH:5]=[CH:4][CH:3]=1. The catalyst class is: 1. Reactant: [CH2:1]([OH:8])[C:2]1[CH:7]=[CH:6][CH:5]=[CH:4][CH:3]=1.[H-].[Na+].Br[CH2:12][C:13]([OH:15])=[O:14].O.